From a dataset of Peptide-MHC class II binding affinity with 134,281 pairs from IEDB. Regression. Given a peptide amino acid sequence and an MHC pseudo amino acid sequence, predict their binding affinity value. This is MHC class II binding data. (1) The peptide sequence is QVQLVESGGGVVQPG. The MHC is HLA-DQA10101-DQB10501 with pseudo-sequence HLA-DQA10101-DQB10501. The binding affinity (normalized) is 0.223. (2) The binding affinity (normalized) is 0.541. The MHC is DRB1_0701 with pseudo-sequence DRB1_0701. The peptide sequence is DEALNNRFQIKGVEL. (3) The peptide sequence is SNMLILNPTQSDSGI. The MHC is HLA-DPA10301-DPB10402 with pseudo-sequence HLA-DPA10301-DPB10402. The binding affinity (normalized) is 0.410. (4) The peptide sequence is VKQAYAATVAAAPQV. The MHC is DRB1_0404 with pseudo-sequence DRB1_0404. The binding affinity (normalized) is 0.740. (5) The peptide sequence is KILEPGPGPGFRKYT. The MHC is H-2-IAb with pseudo-sequence H-2-IAb. The binding affinity (normalized) is 0. (6) The peptide sequence is GGIIAILVTCAAYYF. The MHC is DRB1_0101 with pseudo-sequence DRB1_0101. The binding affinity (normalized) is 0.563. (7) The peptide sequence is VTEGERTVRVLDTVE. The MHC is DRB1_1101 with pseudo-sequence DRB1_1101. The binding affinity (normalized) is 0.